Predict the product of the given reaction. From a dataset of Forward reaction prediction with 1.9M reactions from USPTO patents (1976-2016). (1) Given the reactants [CH:1]([N-]C(C)C)(C)C.[Li+].[CH:9]1[C:18]2[C:13](=[C:14]([CH2:19][C:20]([O:22][CH2:23][CH3:24])=[O:21])[CH:15]=[CH:16][CH:17]=2)[CH:12]=[CH:11][N:10]=1.CN(P(N(C)C)(N(C)C)=O)C.CI, predict the reaction product. The product is: [CH:9]1[C:18]2[C:13](=[C:14]([CH:19]([CH3:1])[C:20]([O:22][CH2:23][CH3:24])=[O:21])[CH:15]=[CH:16][CH:17]=2)[CH:12]=[CH:11][N:10]=1. (2) Given the reactants [C:1]1([S:7]([CH2:10][C:11]2[C:16]([C:17]([O:19]C)=[O:18])=[C:15]([O:21][CH3:22])[C:14]([C:23]3[N:24]=[CH:25][O:26][CH:27]=3)=[CH:13][CH:12]=2)(=[O:9])=[O:8])[CH:6]=[CH:5][CH:4]=[CH:3][CH:2]=1, predict the reaction product. The product is: [C:1]1([S:7]([CH2:10][C:11]2[C:16]([C:17]([OH:19])=[O:18])=[C:15]([O:21][CH3:22])[C:14]([C:23]3[N:24]=[CH:25][O:26][CH:27]=3)=[CH:13][CH:12]=2)(=[O:8])=[O:9])[CH:2]=[CH:3][CH:4]=[CH:5][CH:6]=1.